This data is from Full USPTO retrosynthesis dataset with 1.9M reactions from patents (1976-2016). The task is: Predict the reactants needed to synthesize the given product. Given the product [CH:19]([N:15]1[C:14]([C:8]2[N:7]=[C:6]3[C:5]4[CH:22]=[CH:23][C:2]([OH:54])=[CH:3][C:4]=4[O:13][CH2:12][CH2:11][N:10]3[CH:9]=2)=[N:18][CH:17]=[N:16]1)([CH3:21])[CH3:20], predict the reactants needed to synthesize it. The reactants are: Br[C:2]1[CH:23]=[CH:22][C:5]2[C:6]3[N:10]([CH2:11][CH2:12][O:13][C:4]=2[CH:3]=1)[CH:9]=[C:8]([C:14]1[N:15]([CH:19]([CH3:21])[CH3:20])[N:16]=[CH:17][N:18]=1)[N:7]=3.C(P(C(C)(C)C)C1C=CC=CC=1C1C(C(C)C)=CC(C(C)C)=CC=1C(C)C)(C)(C)C.[OH-:54].[K+].